From a dataset of Full USPTO retrosynthesis dataset with 1.9M reactions from patents (1976-2016). Predict the reactants needed to synthesize the given product. (1) Given the product [C:11]([O:13][CH2:1][C:2]1[CH:7]=[CH:6][CH:5]=[CH:4][N:3]=1)(=[O:12])[CH3:10], predict the reactants needed to synthesize it. The reactants are: [CH3:1][C:2]1[CH:7]=[C:6](C)[CH:5]=[CH:4][N+:3]=1[O-].[CH3:10][C:11]([O:13]C(C)=O)=[O:12]. (2) Given the product [C:15]([CH:19]1[CH2:20][CH2:21][CH:22]([N:25]([CH2:26][C:27]2[CH:28]=[CH:29][C:30]([C:31]([CH:33]([NH:37][CH2:38][CH2:39][C:40]([OH:42])=[O:41])[CH:34]3[CH2:35][CH2:36]3)=[O:32])=[CH:43][CH:44]=2)[C:11]([NH:10][C:7]2[CH:6]=[CH:5][C:4]([O:3][C:2]([F:13])([F:14])[F:1])=[CH:9][CH:8]=2)=[O:12])[CH2:23][CH2:24]1)([CH3:18])([CH3:16])[CH3:17], predict the reactants needed to synthesize it. The reactants are: [F:1][C:2]([F:14])([F:13])[O:3][C:4]1[CH:9]=[CH:8][C:7]([N:10]=[C:11]=[O:12])=[CH:6][CH:5]=1.[C:15]([CH:19]1[CH2:24][CH2:23][CH:22]([NH:25][CH2:26][C:27]2[CH:44]=[CH:43][C:30]([C:31]([CH:33]([NH:37][CH2:38][CH2:39][C:40]([OH:42])=[O:41])[CH:34]3[CH2:36][CH2:35]3)=[O:32])=[CH:29][CH:28]=2)[CH2:21][CH2:20]1)([CH3:18])([CH3:17])[CH3:16]. (3) Given the product [CH3:1][O:2][C:3]1[CH:4]=[C:5]([N:11]([CH3:27])[S:12]([C:15]2[CH:20]=[CH:19][C:18]([CH2:21][CH2:22][CH2:23][OH:24])=[CH:17][CH:16]=2)(=[O:14])=[O:13])[CH:6]=[CH:7][C:8]=1[O:9][CH3:10], predict the reactants needed to synthesize it. The reactants are: [CH3:1][O:2][C:3]1[CH:4]=[C:5]([N:11]([CH3:27])[S:12]([C:15]2[CH:20]=[CH:19][C:18]([CH2:21][CH2:22][C:23](OC)=[O:24])=[CH:17][CH:16]=2)(=[O:14])=[O:13])[CH:6]=[CH:7][C:8]=1[O:9][CH3:10].[H-].[Al+3].[Li+].[H-].[H-].[H-].